Dataset: Buchwald-Hartwig C-N cross coupling reaction yields with 55,370 reactions. Task: Predict the reaction yield, written as a fraction of the theoretical maximum amount of product (1.0 means a 100% yield; for example, 0.34 means a 34% yield). (1) The reactants are FC(F)(F)c1ccc(I)cc1.Cc1ccc(N)cc1.O=S(=O)(O[Pd]1c2ccccc2-c2ccccc2N~1)C(F)(F)F.CC(C)c1cc(C(C)C)c(-c2ccccc2P(C(C)(C)C)C(C)(C)C)c(C(C)C)c1.CN(C)C(=NC(C)(C)C)N(C)C.CCOC(=O)c1cnoc1C. No catalyst specified. The product is Cc1ccc(Nc2ccc(C(F)(F)F)cc2)cc1. The yield is 0.240. (2) The reactants are FC(F)(F)c1ccc(Br)cc1.Cc1ccc(N)cc1.O=S(=O)(O[Pd]1c2ccccc2-c2ccccc2N~1)C(F)(F)F.CC(C)c1cc(C(C)C)c(-c2ccccc2P(C(C)(C)C)C(C)(C)C)c(C(C)C)c1.CN(C)C(=NC(C)(C)C)N(C)C.COC(=O)c1cc(-c2cccs2)on1. No catalyst specified. The product is Cc1ccc(Nc2ccc(C(F)(F)F)cc2)cc1. The yield is 0.363. (3) The reactants are COc1ccc(I)cc1.Cc1ccc(N)cc1.O=S(=O)(O[Pd]1c2ccccc2-c2ccccc2N~1)C(F)(F)F.CC(C)c1cc(C(C)C)c(-c2ccccc2P(C(C)(C)C)C(C)(C)C)c(C(C)C)c1.CCN=P(N=P(N(C)C)(N(C)C)N(C)C)(N(C)C)N(C)C.c1ccc2nocc2c1. No catalyst specified. The product is COc1ccc(Nc2ccc(C)cc2)cc1. The yield is 0.171. (4) The reactants are CCc1ccc(I)cc1.Cc1ccc(N)cc1.O=S(=O)(O[Pd]1c2ccccc2-c2ccccc2N~1)C(F)(F)F.COc1ccc(OC)c(P([C@]23C[C@H]4C[C@H](C[C@H](C4)C2)C3)[C@]23C[C@H]4C[C@H](C[C@H](C4)C2)C3)c1-c1c(C(C)C)cc(C(C)C)cc1C(C)C.CN1CCCN2CCCN=C12.c1ccc(CN(Cc2ccccc2)c2ccon2)cc1. No catalyst specified. The product is CCc1ccc(Nc2ccc(C)cc2)cc1. The yield is 0.728. (5) The reactants are Clc1cccnc1.Cc1ccc(N)cc1.O=S(=O)(O[Pd]1c2ccccc2-c2ccccc2N~1)C(F)(F)F.COc1ccc(OC)c(P([C@]23C[C@H]4C[C@H](C[C@H](C4)C2)C3)[C@]23C[C@H]4C[C@H](C[C@H](C4)C2)C3)c1-c1c(C(C)C)cc(C(C)C)cc1C(C)C.CN1CCCN2CCCN=C12.CCOC(=O)c1cc(OC)no1. No catalyst specified. The product is Cc1ccc(Nc2cccnc2)cc1. The yield is 0.0214. (6) The reactants are Ic1ccccn1.Cc1ccc(N)cc1.O=S(=O)(O[Pd]1c2ccccc2-c2ccccc2N~1)C(F)(F)F.CC(C)c1cc(C(C)C)c(-c2ccccc2P(C2CCCCC2)C2CCCCC2)c(C(C)C)c1.CN1CCCN2CCCN=C12.CCOC(=O)c1cc(C)on1. No catalyst specified. The product is Cc1ccc(Nc2ccccn2)cc1. The yield is 0.680. (7) The product is CCc1ccc(Nc2ccc(C)cc2)cc1. The yield is 0.273. No catalyst specified. The reactants are CCc1ccc(Br)cc1.Cc1ccc(N)cc1.O=S(=O)(O[Pd]1c2ccccc2-c2ccccc2N~1)C(F)(F)F.COc1ccc(OC)c(P([C@]23C[C@H]4C[C@H](C[C@H](C4)C2)C3)[C@]23C[C@H]4C[C@H](C[C@H](C4)C2)C3)c1-c1c(C(C)C)cc(C(C)C)cc1C(C)C.CN(C)C(=NC(C)(C)C)N(C)C.c1ccc(-c2cnoc2)cc1.